Dataset: Forward reaction prediction with 1.9M reactions from USPTO patents (1976-2016). Task: Predict the product of the given reaction. Given the reactants [F:1][C:2]1[CH:3]=[C:4]([CH:34]=[CH:35][C:36]=1[OH:37])[C:5]([CH2:7][NH:8][C:9]1[CH:14]=[C:13]([O:15][CH3:16])[CH:12]=[CH:11][C:10]=1[CH:17]1[CH2:26][CH2:25][C:24]2[CH:23]=[C:22]([O:27]C(=O)C(C)(C)C)[CH:21]=[CH:20][C:19]=2[CH2:18]1)=O.Cl[CH2:39][C:40]([N:42]([CH2:44][CH2:45][O:46][CH3:47])[CH3:43])=O, predict the reaction product. The product is: [F:1][C:2]1[CH:3]=[C:4]([CH:34]=[CH:35][C:36]=1[O:37][CH2:39][CH2:40][N:42]([CH2:44][CH2:45][O:46][CH3:47])[CH3:43])[CH2:5][CH2:7][NH:8][C:9]1[CH:14]=[C:13]([O:15][CH3:16])[CH:12]=[CH:11][C:10]=1[CH:17]1[CH2:26][CH2:25][C:24]2[CH:23]=[C:22]([OH:27])[CH:21]=[CH:20][C:19]=2[CH2:18]1.